This data is from Forward reaction prediction with 1.9M reactions from USPTO patents (1976-2016). The task is: Predict the product of the given reaction. (1) Given the reactants [CH:1]1[C:10]2[C:5](=[CH:6][CH:7]=[CH:8][CH:9]=2)[CH:4]=[CH:3][C:2]=1[N:11]1[CH2:16][CH2:15][CH:14]([C:17](O)=[O:18])[CH2:13][CH2:12]1.BrC1C=CC2C(=CC=CC=2)C=1.[NH:31]1[C:40]2[C:35](=[CH:36][C:37]([NH2:41])=[CH:38][CH:39]=2)[CH2:34][N:33]=[CH:32]1, predict the reaction product. The product is: [NH:31]1[C:40]2[C:35](=[CH:36][C:37]([NH:41][C:17]([CH:14]3[CH2:15][CH2:16][N:11]([C:2]4[CH:3]=[CH:4][C:5]5[C:10](=[CH:9][CH:8]=[CH:7][CH:6]=5)[CH:1]=4)[CH2:12][CH2:13]3)=[O:18])=[CH:38][CH:39]=2)[CH2:34][N:33]=[CH:32]1. (2) Given the reactants [C:1]([C:5]1[O:9][N:8]=[C:7]([NH:10][C:11](=[O:38])[CH2:12][C:13]2[CH:18]=[CH:17][C:16]([C:19]3[CH:20]=[C:21]4[C:27]([CH3:28])=[N:26][N:25](CC5C=CC(OC)=CC=5)[C:22]4=[N:23][CH:24]=3)=[CH:15][CH:14]=2)[CH:6]=1)([CH3:4])([CH3:3])[CH3:2], predict the reaction product. The product is: [C:1]([C:5]1[O:9][N:8]=[C:7]([NH:10][C:11](=[O:38])[CH2:12][C:13]2[CH:18]=[CH:17][C:16]([C:19]3[CH:20]=[C:21]4[C:27]([CH3:28])=[N:26][NH:25][C:22]4=[N:23][CH:24]=3)=[CH:15][CH:14]=2)[CH:6]=1)([CH3:4])([CH3:3])[CH3:2]. (3) Given the reactants CC(C)([O-])C.[Na+].[NH:7]1[CH2:12][CH2:11][O:10][CH2:9][CH2:8]1.[CH:13]([O:16][C:17]([N:19]1[CH2:25][CH2:24][CH2:23][CH:22]([N:26]([C:42](=[O:44])[CH3:43])[CH2:27][C:28]2[CH:33]=[C:32]([C:34]([F:37])([F:36])[F:35])[CH:31]=[C:30]([C:38]([F:41])([F:40])[F:39])[CH:29]=2)[C:21]2[CH:45]=[CH:46][C:47](Br)=[CH:48][C:20]1=2)=[O:18])([CH3:15])[CH3:14], predict the reaction product. The product is: [C:42]([N:26]([CH2:27][C:28]1[CH:33]=[C:32]([C:34]([F:37])([F:36])[F:35])[CH:31]=[C:30]([C:38]([F:40])([F:39])[F:41])[CH:29]=1)[CH:22]1[CH2:23][CH2:24][CH2:25][N:19]([C:17]([O:16][CH:13]([CH3:15])[CH3:14])=[O:18])[C:20]2[CH:48]=[C:47]([N:7]3[CH2:12][CH2:11][O:10][CH2:9][CH2:8]3)[CH:46]=[CH:45][C:21]1=2)(=[O:44])[CH3:43]. (4) The product is: [NH2:16][C:9]1[C:10]([O:12][CH:13]([CH3:15])[CH3:14])=[CH:11][C:2]([Cl:1])=[C:3]([CH:8]=1)[C:4]([O:6][CH3:7])=[O:5]. Given the reactants [Cl:1][C:2]1[CH:11]=[C:10]([O:12][CH:13]([CH3:15])[CH3:14])[C:9]([N+:16]([O-])=O)=[CH:8][C:3]=1[C:4]([O:6][CH3:7])=[O:5], predict the reaction product. (5) Given the reactants [NH2:1][C:2]1[CH:3]=[C:4]([C:13]([O:15][CH2:16][CH3:17])=[O:14])[CH:5]=[C:6]2[C:10]=1[NH:9][CH:8]=[C:7]2[CH2:11][CH3:12].N1C=CC=CC=1.[Cl:24][CH2:25][CH2:26][CH2:27][CH2:28][S:29](Cl)(=[O:31])=[O:30], predict the reaction product. The product is: [Cl:24][CH2:25][CH2:26][CH2:27][CH2:28][S:29]([NH:1][C:2]1[CH:3]=[C:4]([C:13]([O:15][CH2:16][CH3:17])=[O:14])[CH:5]=[C:6]2[C:10]=1[NH:9][CH:8]=[C:7]2[CH2:11][CH3:12])(=[O:31])=[O:30]. (6) Given the reactants [CH2:1]([O:8][C:9]1[C:14](=[O:15])[N:13]2[CH2:16][CH2:17][NH:18][C:19]([CH3:21])([CH3:20])[C:12]2=[N:11][C:10]=1[C:22]([NH:24][CH2:25][C:26]1[CH:31]=[CH:30][C:29]([F:32])=[CH:28][CH:27]=1)=[O:23])[C:2]1[CH:7]=[CH:6][CH:5]=[CH:4][CH:3]=1.C([O-])([O-])=O.[K+].[K+].Br[CH2:40][C:41]([O:43][C:44]([CH3:47])([CH3:46])[CH3:45])=[O:42], predict the reaction product. The product is: [CH2:1]([O:8][C:9]1[C:14](=[O:15])[N:13]2[CH2:16][CH2:17][N:18]([CH2:40][C:41]([O:43][C:44]([CH3:47])([CH3:46])[CH3:45])=[O:42])[C:19]([CH3:21])([CH3:20])[C:12]2=[N:11][C:10]=1[C:22]([NH:24][CH2:25][C:26]1[CH:27]=[CH:28][C:29]([F:32])=[CH:30][CH:31]=1)=[O:23])[C:2]1[CH:7]=[CH:6][CH:5]=[CH:4][CH:3]=1.